Dataset: Full USPTO retrosynthesis dataset with 1.9M reactions from patents (1976-2016). Task: Predict the reactants needed to synthesize the given product. (1) Given the product [CH3:29][O:28][C:25](=[O:27])[C:2]1[CH:7]=[C:6]([C:8]([F:11])([F:10])[F:9])[CH:5]=[C:4]([S:12]([CH3:15])(=[O:14])=[O:13])[CH:3]=1, predict the reactants needed to synthesize it. The reactants are: Br[C:2]1[CH:7]=[C:6]([C:8]([F:11])([F:10])[F:9])[CH:5]=[C:4]([S:12]([CH3:15])(=[O:14])=[O:13])[CH:3]=1.C(N(CC)CC)C.[C]=O.[C:25]([O:28][CH2:29]C)(=[O:27])C. (2) Given the product [C:11]([O:9][C:8]([N:6]1[CH2:7][CH2:35][CH:34]([NH2:30])[CH2:36][CH2:5]1)=[O:2])([CH3:16])([CH3:12])[CH3:10], predict the reactants needed to synthesize it. The reactants are: S(Cl)(Cl)=[O:2].[CH3:5][N:6]([CH:8]=[O:9])[CH3:7].[CH2:10](OC1C2N=C(Cl)OC=2C=CC=1)[C:11]1[CH:16]=CC=C[CH:12]=1.C([N:30]([CH:34]([CH3:36])[CH3:35])C(C)C)C.